Dataset: Full USPTO retrosynthesis dataset with 1.9M reactions from patents (1976-2016). Task: Predict the reactants needed to synthesize the given product. (1) Given the product [ClH:1].[CH:17]1[C:18]2[CH:19]([CH2:21][O:22][C:23]([N:25]3[CH2:26][CH2:27][C@H:28]4[NH:29][CH2:30][C@H:31]([OH:33])[C@@H:32]34)=[O:24])[C:20]3[C:12](=[CH:11][CH:10]=[CH:9][CH:8]=3)[C:13]=2[CH:14]=[CH:15][CH:16]=1, predict the reactants needed to synthesize it. The reactants are: [ClH:1].O1CCOCC1.[CH:8]1[C:20]2[CH:19]([CH2:21][O:22][C:23]([N:25]3[C@H:32]4[C@H:28]([N:29](C(OC(C)(C)C)=O)[CH2:30][C@@H:31]4[OH:33])[CH2:27][CH2:26]3)=[O:24])[C:18]3[C:13](=[CH:14][CH:15]=[CH:16][CH:17]=3)[C:12]=2[CH:11]=[CH:10][CH:9]=1. (2) Given the product [F:1][C:2]1[C:3]([C:4]([O:6][CH3:7])=[O:5])=[CH:8][C:9]([N+:13]([O-:15])=[O:14])=[C:10]([NH:16][CH:17]2[CH2:18][CH2:19][N:20]([C:23]([O:25][C:26]([CH3:29])([CH3:28])[CH3:27])=[O:24])[CH2:21][CH2:22]2)[CH:11]=1, predict the reactants needed to synthesize it. The reactants are: [F:1][C:2]1[CH:11]=[C:10](F)[C:9]([N+:13]([O-:15])=[O:14])=[CH:8][C:3]=1[C:4]([O:6][CH3:7])=[O:5].[NH2:16][CH:17]1[CH2:22][CH2:21][N:20]([C:23]([O:25][C:26]([CH3:29])([CH3:28])[CH3:27])=[O:24])[CH2:19][CH2:18]1. (3) The reactants are: [Si:1]([O:8][CH2:9][C:10]1[CH:15]=[C:14]([C:16]([F:19])([F:18])[F:17])[CH:13]=[CH:12][C:11]=1[C:20]([CH:22]1[CH2:26][CH2:25][CH2:24][CH2:23]1)=[O:21])([C:4]([CH3:7])([CH3:6])[CH3:5])([CH3:3])[CH3:2].[BH4-].[Na+]. Given the product [Si:1]([O:8][CH2:9][C:10]1[CH:15]=[C:14]([C:16]([F:18])([F:19])[F:17])[CH:13]=[CH:12][C:11]=1[CH:20]([CH:22]1[CH2:23][CH2:24][CH2:25][CH2:26]1)[OH:21])([C:4]([CH3:7])([CH3:6])[CH3:5])([CH3:3])[CH3:2], predict the reactants needed to synthesize it. (4) The reactants are: Cl.O1CCOCC1.C(O[C:13]([NH:15][CH:16]([C:42]1[CH:47]=[CH:46][C:45]([C:48]#[N:49])=[CH:44][C:43]=1[S:50]([CH3:53])(=[O:52])=[O:51])[C:17]1[C:22](=[O:23])[N:21](C(OC(C)(C)C)=O)[CH2:20][CH2:19][C:18]=1[NH:31][C:32]1[CH:37]=[CH:36][CH:35]=[C:34]([C:38]([F:41])([F:40])[F:39])[CH:33]=1)=[O:14])(C)(C)C.C(N(CC)CC)C.C(N1C=CN=C1)(N1C=CN=C1)=O. Given the product [O:14]=[C:13]1[N:31]([C:32]2[CH:37]=[CH:36][CH:35]=[C:34]([C:38]([F:41])([F:40])[F:39])[CH:33]=2)[C:18]2[CH2:19][CH2:20][NH:21][C:22](=[O:23])[C:17]=2[CH:16]([C:42]2[CH:47]=[CH:46][C:45]([C:48]#[N:49])=[CH:44][C:43]=2[S:50]([CH3:53])(=[O:52])=[O:51])[NH:15]1, predict the reactants needed to synthesize it. (5) Given the product [Cl:2][C:3]1[CH:8]=[C:7]([Cl:9])[C:6]([O:10][CH3:11])=[CH:5][C:4]=1[NH:12][C:13]1[C:22]2[C:17](=[CH:18][C:19]([O:32][CH2:31][CH2:30][O:29][CH3:28])=[C:20]([O:23][CH3:24])[CH:21]=2)[N:16]=[CH:15][C:14]=1[C:26]#[N:27], predict the reactants needed to synthesize it. The reactants are: [Na].[Cl:2][C:3]1[CH:8]=[C:7]([Cl:9])[C:6]([O:10][CH3:11])=[CH:5][C:4]=1[NH:12][C:13]1[C:22]2[C:17](=[CH:18][C:19](F)=[C:20]([O:23][CH3:24])[CH:21]=2)[N:16]=[CH:15][C:14]=1[C:26]#[N:27].[CH3:28][O:29][CH2:30][CH2:31][OH:32].